From a dataset of Full USPTO retrosynthesis dataset with 1.9M reactions from patents (1976-2016). Predict the reactants needed to synthesize the given product. (1) The reactants are: [F:1][C:2]1[CH:3]=[C:4]([CH2:9][C:10]([NH:12][C@H:13]([C:15]([OH:17])=O)[CH3:14])=[O:11])[CH:5]=[C:6]([F:8])[CH:7]=1.[NH2:18][C@@H:19]1[C:27]2[C:22](=[CH:23][CH:24]=[CH:25][CH:26]=2)[CH2:21][C@@H:20]1[OH:28]. Given the product [F:8][C:6]1[CH:5]=[C:4]([CH2:9][C:10]([NH:12][C@H:13]([C:15]([C@@:19]2([NH2:18])[C:27]3[C:22](=[CH:23][CH:24]=[CH:25][CH:26]=3)[CH2:21][C@@H:20]2[OH:28])=[O:17])[CH3:14])=[O:11])[CH:3]=[C:2]([F:1])[CH:7]=1, predict the reactants needed to synthesize it. (2) Given the product [Br:1][C:2]1[CH:11]=[C:10]2[C:5]([C:6]([CH3:13])=[CH:7][CH:8]=[N:9]2)=[CH:4][CH:3]=1, predict the reactants needed to synthesize it. The reactants are: [Br:1][C:2]1[CH:11]=[C:10]2[C:5]([C:6](Cl)=[CH:7][CH:8]=[N:9]2)=[CH:4][CH:3]=1.[CH3:13][Mg]Cl. (3) Given the product [Cl:25][C:3]1[C:2]([C:30]2[C:29]([CH3:42])=[N:28][N:27]([CH3:26])[C:31]=2[CH3:32])=[C:10]2[C:6]([C:7]([CH2:12][CH2:13][CH2:14][O:15][C:16]3[CH:21]=[C:20]([CH3:22])[C:19]([Cl:23])=[C:18]([CH3:24])[CH:17]=3)=[C:8]([CH3:11])[NH:9]2)=[CH:5][CH:4]=1, predict the reactants needed to synthesize it. The reactants are: Br[C:2]1[C:3]([Cl:25])=[CH:4][CH:5]=[C:6]2[C:10]=1[NH:9][C:8]([CH3:11])=[C:7]2[CH2:12][CH2:13][CH2:14][O:15][C:16]1[CH:21]=[C:20]([CH3:22])[C:19]([Cl:23])=[C:18]([CH3:24])[CH:17]=1.[CH3:26][N:27]1[C:31]([CH3:32])=[C:30](B2OC(C)(C)C(C)(C)O2)[C:29]([CH3:42])=[N:28]1.C([O-])([O-])=O.[K+].[K+]. (4) Given the product [CH3:22][C:17]1[NH:18][C:19]2[C:15]([CH:16]=1)=[CH:14][C:13]([O:12][C:6]1[C:5]3[C:10](=[CH:11][C:2]([O:1][CH2:24][CH2:25][CH2:26][N:27]4[CH2:32][CH2:31][CH2:30][CH2:29][CH2:28]4)=[CH:3][CH:4]=3)[N:9]=[CH:8][N:7]=1)=[CH:21][CH:20]=2, predict the reactants needed to synthesize it. The reactants are: [OH:1][C:2]1[CH:11]=[C:10]2[C:5]([C:6]([O:12][C:13]3[CH:14]=[C:15]4[C:19](=[CH:20][CH:21]=3)[NH:18][C:17]([CH3:22])=[CH:16]4)=[N:7][CH:8]=[N:9]2)=[CH:4][CH:3]=1.O[CH2:24][CH2:25][CH2:26][N:27]1[CH2:32][CH2:31][CH2:30][CH2:29][CH2:28]1. (5) Given the product [CH3:29][C:30]1[CH:35]=[CH:34][CH:33]=[C:32]([CH3:36])[C:31]=1[C:2]1[C:3]2[CH:10]=[C:9]([O:11][CH2:12][C:13]3[CH:18]=[CH:17][C:16]([C@@H:19]([C:26]#[C:27][CH3:28])[CH2:20][C:21]([O:23][CH2:24][CH3:25])=[O:22])=[CH:15][CH:14]=3)[CH:8]=[CH:7][C:4]=2[S:5][CH:6]=1, predict the reactants needed to synthesize it. The reactants are: Br[C:2]1[C:3]2[CH:10]=[C:9]([O:11][CH2:12][C:13]3[CH:18]=[CH:17][C:16]([C@@H:19]([C:26]#[C:27][CH3:28])[CH2:20][C:21]([O:23][CH2:24][CH3:25])=[O:22])=[CH:15][CH:14]=3)[CH:8]=[CH:7][C:4]=2[S:5][CH:6]=1.[CH3:29][C:30]1[CH:35]=[CH:34][CH:33]=[C:32]([CH3:36])[C:31]=1B(O)O.COC1C=CC=C(OC)C=1C1C=CC=CC=1P(C1CCCCC1)C1CCCCC1.[O-]P([O-])([O-])=O.[K+].[K+].[K+]. (6) The reactants are: [CH:1]1[C:13]2[CH:12]([CH2:14][O:15][C:16]([NH:18][C@@H:19]([C:29]([OH:31])=[O:30])[CH2:20][O:21][CH2:22][C:23]3[CH:28]=[CH:27][CH:26]=[CH:25][CH:24]=3)=[O:17])[C:11]3[C:6](=[CH:7][CH:8]=[CH:9][CH:10]=3)[C:5]=2[CH:4]=[CH:3][CH:2]=1.C(O[C:36]([CH3:39])([CH3:38])[CH3:37])(=O)C.S(=O)(=O)(O)O. Given the product [C:36]([O:30][C:29](=[O:31])[C@@H:19]([CH2:20][O:21][CH2:22][C:23]1[CH:24]=[CH:25][CH:26]=[CH:27][CH:28]=1)[NH:18][C:16]([O:15][CH2:14][CH:12]1[C:13]2[CH:1]=[CH:2][CH:3]=[CH:4][C:5]=2[C:6]2[C:11]1=[CH:10][CH:9]=[CH:8][CH:7]=2)=[O:17])([CH3:39])([CH3:38])[CH3:37], predict the reactants needed to synthesize it.